Task: Predict the reaction yield, written as a fraction of the theoretical maximum amount of product (1.0 means a 100% yield; for example, 0.34 means a 34% yield).. Dataset: Reaction yield outcomes from USPTO patents with 853,638 reactions (1) The reactants are [Br-].[O:2]1[C:6]2[CH:7]=[CH:8][C:9]([C:11](=O)[CH:12]([C:14]3[CH:19]=[CH:18][CH:17]=[C:16]([CH3:20])[NH+:15]=3)Br)=[CH:10][C:5]=2[O:4][CH2:3]1.[NH2:22][C:23]([NH2:25])=[S:24].C(=O)([O-])[O-].[K+].[K+]. The catalyst is C(O)C. The product is [O:2]1[C:6]2[CH:7]=[CH:8][C:9]([C:11]3[N:22]=[C:23]([NH2:25])[S:24][C:12]=3[C:14]3[CH:19]=[CH:18][CH:17]=[C:16]([CH3:20])[N:15]=3)=[CH:10][C:5]=2[O:4][CH2:3]1. The yield is 0.700. (2) The reactants are Br[C:2]1[CH:3]=[C:4]2[C:11]3([CH:15]=[C:14]([F:16])[C:13](=[O:17])[NH:12]3)[C:10]([CH3:19])([CH3:18])[CH2:9][O:8][C:5]2=[CH:6][CH:7]=1.[F:20][C:21]1[CH:22]=[C:23](B(O)O)[CH:24]=[C:25]([F:27])[CH:26]=1. No catalyst specified. The product is [F:20][C:21]1[CH:22]=[C:23]([C:2]2[CH:3]=[C:4]3[C:11]4([CH:15]=[C:14]([F:16])[C:13](=[O:17])[NH:12]4)[C:10]([CH3:19])([CH3:18])[CH2:9][O:8][C:5]3=[CH:6][CH:7]=2)[CH:24]=[C:25]([F:27])[CH:26]=1. The yield is 0.280. (3) The reactants are [Br:1][C:2]1[CH:3]=[CH:4][C:5]([CH2:8][CH2:9][C:10]([CH3:20])([S:16]([CH3:19])(=[O:18])=[O:17])[C:11]([O:13]CC)=[O:12])=[N:6][CH:7]=1.BrC1C=CC(CCC(C)(S(C)(=O)=O)C(O)=O)=CC=1. No catalyst specified. The product is [Br:1][C:2]1[CH:3]=[CH:4][C:5]([CH2:8][CH2:9][C:10]([CH3:20])([S:16]([CH3:19])(=[O:18])=[O:17])[C:11]([OH:13])=[O:12])=[N:6][CH:7]=1. The yield is 0.930. (4) The reactants are [NH2:1][C:2]1[CH:3]=[CH:4][CH:5]=[C:6]2[C:11]=1[N:10]=[CH:9][CH:8]=[CH:7]2.[Cl:12][C:13]1[C:14]([F:23])=[C:15]([S:19](Cl)(=[O:21])=[O:20])[CH:16]=[CH:17][CH:18]=1. The catalyst is CN(C1C=CN=CC=1)C. The product is [Cl:12][C:13]1[C:14]([F:23])=[C:15]([S:19]([NH:1][C:2]2[CH:3]=[CH:4][CH:5]=[C:6]3[C:11]=2[N:10]=[CH:9][CH:8]=[CH:7]3)(=[O:21])=[O:20])[CH:16]=[CH:17][CH:18]=1. The yield is 0.350.